Predict which catalyst facilitates the given reaction. From a dataset of Catalyst prediction with 721,799 reactions and 888 catalyst types from USPTO. (1) Reactant: [CH2:1]([N:8]1[CH2:13][CH2:12][C:11]([N:20]([C:24]2[CH:29]=[CH:28][CH:27]=[CH:26][CH:25]=2)[C:21](=[O:23])[CH3:22])([C:14]2[S:15][CH:16]=[C:17]([CH3:19])[N:18]=2)[CH2:10][CH2:9]1)[C:2]1[CH:7]=[CH:6][CH:5]=[CH:4][CH:3]=1.[C:30]([OH:37])(=[O:36])/[CH:31]=[CH:32]/[C:33]([OH:35])=[O:34]. Product: [C:30]([OH:37])(=[O:36])/[CH:31]=[CH:32]/[C:33]([OH:35])=[O:34].[CH2:1]([N:8]1[CH2:9][CH2:10][C:11]([N:20]([C:24]2[CH:29]=[CH:28][CH:27]=[CH:26][CH:25]=2)[C:21](=[O:23])[CH3:22])([C:14]2[S:15][CH:16]=[C:17]([CH3:19])[N:18]=2)[CH2:12][CH2:13]1)[C:2]1[CH:7]=[CH:6][CH:5]=[CH:4][CH:3]=1. The catalyst class is: 32. (2) Reactant: C[C:2]1[C:3]([OH:19])=[CH:4][CH:5]=[C:6]2[C:11]=1[O:10][CH2:9][CH:8]1[C:12]3[CH:18]=[CH:17][CH:16]=[CH:15][C:13]=3[O:14][CH:7]21.[H-].[Na+].[CH2:22](Br)[CH:23]=[CH2:24].Cl. Product: [CH:23]([O:19][C:3]1[CH:2]=[C:11]2[C:6]([CH:7]3[O:14][C:13]4[CH:15]=[CH:16][CH:17]=[CH:18][C:12]=4[CH:8]3[CH2:9][O:10]2)=[CH:5][CH:4]=1)([CH3:24])[CH3:22]. The catalyst class is: 18. (3) Reactant: [N:1]1([C:7]([O:9][CH2:10][C:11]2[CH:16]=[CH:15][CH:14]=[CH:13][CH:12]=2)=[O:8])[CH2:6][CH2:5][CH:4]=[CH:3][CH2:2]1.ClC1C=C(C=CC=1)C(OO)=[O:22]. Product: [CH:3]12[O:22][CH:4]1[CH2:5][CH2:6][N:1]([C:7]([O:9][CH2:10][C:11]1[CH:12]=[CH:13][CH:14]=[CH:15][CH:16]=1)=[O:8])[CH2:2]2. The catalyst class is: 2. (4) Reactant: [CH3:1][C:2]1[C:7]([CH2:8][S@:9]([C:11]2[NH:19][C:18]3[C:13](=[CH:14][CH:15]=[CH:16][CH:17]=3)[N:12]=2)=[O:10])=[N:6][CH:5]=[CH:4][C:3]=1[O:20][CH2:21][C:22]([F:25])([F:24])[F:23].[CH3:1][C:2]1[C:7]([CH2:8][S@:9]([C:11]2[NH:12][C:13]3[C:18](=[CH:17][CH:16]=[CH:15][CH:14]=3)[N:19]=2)=[O:10])=[N:6][CH:5]=[CH:4][C:3]=1[O:20][CH2:21][C:22]([F:25])([F:23])[F:24].O.O.O. Product: [CH3:1][C:2]1[C:3]([O:20][CH2:21][C:22]([F:25])([F:23])[F:24])=[CH:4][CH:5]=[N:6][C:7]=1[CH2:8][S+:9]([O-:10])[C:11]1[NH:19][C:18]2[CH:17]=[CH:16][CH:15]=[CH:14][C:13]=2[N:12]=1. The catalyst class is: 32. (5) Reactant: [C:1]([C:3]1[CH:8]=[CH:7][C:6]([CH2:9][CH2:10][CH:11](/[CH:23]=[CH:24]/[C:25]2[CH:30]=[CH:29][CH:28]=[CH:27][C:26]=2[OH:31])[CH2:12][C:13]2[CH:22]=[CH:21][C:16]([C:17]([O:19][CH3:20])=[O:18])=[CH:15][CH:14]=2)=[CH:5][CH:4]=1)#[N:2].[C:32]([C:36]1[CH:43]=[CH:42][C:39]([CH2:40]Br)=[CH:38][CH:37]=1)([CH3:35])([CH3:34])[CH3:33].C(=O)([O-])[O-].[K+].[K+]. Product: [C:32]([C:36]1[CH:37]=[CH:38][C:39]([CH2:40][O:31][C:26]2[CH:27]=[CH:28][CH:29]=[CH:30][C:25]=2/[CH:24]=[CH:23]/[CH:11]([CH2:10][CH2:9][C:6]2[CH:7]=[CH:8][C:3]([C:1]#[N:2])=[CH:4][CH:5]=2)[CH2:12][C:13]2[CH:14]=[CH:15][C:16]([C:17]([O:19][CH3:20])=[O:18])=[CH:21][CH:22]=2)=[CH:42][CH:43]=1)([CH3:35])([CH3:33])[CH3:34]. The catalyst class is: 10. (6) Reactant: [CH3:1][C:2]1[CH:7]=[CH:6][C:5]([S:8]([NH:11][C:12]2[O:16][N:15]=[C:14]([C:17]3[CH:43]=[CH:42][C:20]([CH2:21][N:22]([CH2:34][C:35]([O:37][C:38]([CH3:41])([CH3:40])[CH3:39])=[O:36])[C:23](=[O:33])[C:24]4[CH:29]=[CH:28][C:27]([N+:30]([O-])=O)=[CH:26][CH:25]=4)=[CH:19][CH:18]=3)[N:13]=2)(=[O:10])=[O:9])=[CH:4][CH:3]=1.O.S(S([O-])=O)([O-])=O.[Na+].[Na+]. Product: [NH2:30][C:27]1[CH:28]=[CH:29][C:24]([C:23]([N:22]([CH2:34][C:35]([O:37][C:38]([CH3:39])([CH3:40])[CH3:41])=[O:36])[CH2:21][C:20]2[CH:19]=[CH:18][C:17]([C:14]3[N:13]=[C:12]([NH:11][S:8]([C:5]4[CH:6]=[CH:7][C:2]([CH3:1])=[CH:3][CH:4]=4)(=[O:10])=[O:9])[O:16][N:15]=3)=[CH:43][CH:42]=2)=[O:33])=[CH:25][CH:26]=1. The catalyst class is: 1. (7) Reactant: [Si]([O:8][CH2:9][C:10]1[N:11]([CH3:44])[C:12]2[CH:13]=[C:14]3[CH2:23][CH2:22][CH2:21][C:20]4[CH:24]=[C:25]([C:40]([O:42][CH3:43])=[O:41])[C:26](=[O:39])[N:27]([CH2:28][C:29]5[CH:34]=[CH:33][C:32]([O:35][CH3:36])=[CH:31][C:30]=5[O:37][CH3:38])[C:19]=4[C:15]3=[CH:16][C:17]=2[CH:18]=1)(C(C)(C)C)(C)C.CCCC[N+](CCCC)(CCCC)CCCC.[F-]. Product: [CH3:38][O:37][C:30]1[CH:31]=[C:32]([O:35][CH3:36])[CH:33]=[CH:34][C:29]=1[CH2:28][N:27]1[C:19]2[C:15]3=[CH:16][C:17]4[CH:18]=[C:10]([CH2:9][OH:8])[N:11]([CH3:44])[C:12]=4[CH:13]=[C:14]3[CH2:23][CH2:22][CH2:21][C:20]=2[CH:24]=[C:25]([C:40]([O:42][CH3:43])=[O:41])[C:26]1=[O:39]. The catalyst class is: 1.